This data is from Blood-brain barrier permeability classification from the B3DB database. The task is: Regression/Classification. Given a drug SMILES string, predict its absorption, distribution, metabolism, or excretion properties. Task type varies by dataset: regression for continuous measurements (e.g., permeability, clearance, half-life) or binary classification for categorical outcomes (e.g., BBB penetration, CYP inhibition). Dataset: b3db_classification. (1) The molecule is CO/N=C(\C(=O)N[C@@H]1C(=O)N2C(C(=O)O)=C(C[N+]34CCC(C(N)=O)(CC3)CC4)CS[C@H]12)c1nsc(N)n1. The result is 0 (does not penetrate BBB). (2) The compound is COC(=O)[C@@H]1[C@@H](O)CC[C@@H]2CN3CCc4c([nH]c5ccccc45)[C@@H]3C[C@@H]21. The result is 0 (does not penetrate BBB).